This data is from Full USPTO retrosynthesis dataset with 1.9M reactions from patents (1976-2016). The task is: Predict the reactants needed to synthesize the given product. (1) The reactants are: [N:1]1([S:11]([C:14]2[CH:15]=[C:16]([N:20]3[C:25](=[O:26])[C:24]4=[C:27]([C:30](O)=[O:31])[S:28][CH:29]=[C:23]4[NH:22][C:21]3=[O:33])[CH:17]=[CH:18][CH:19]=2)(=[O:13])=[O:12])[C:10]2[C:5](=[CH:6][CH:7]=[CH:8][CH:9]=2)[CH2:4][CH2:3][CH2:2]1.C(N=C=NC(C)C)(C)C.ON1C2C=CC=CC=2N=N1.[CH3:53][NH:54][CH2:55][CH2:56][C:57]1[CH:62]=[CH:61][CH:60]=[CH:59][N:58]=1.CC1C=CC(S(O)(=O)=O)=CC=1. Given the product [N:1]1([S:11]([C:14]2[CH:15]=[C:16]([N:20]3[C:25](=[O:26])[C:24]4=[C:27]([C:30]([N:54]([CH3:53])[CH2:55][CH2:56][C:57]5[CH:62]=[CH:61][CH:60]=[CH:59][N:58]=5)=[O:31])[S:28][CH:29]=[C:23]4[NH:22][C:21]3=[O:33])[CH:17]=[CH:18][CH:19]=2)(=[O:12])=[O:13])[C:10]2[C:5](=[CH:6][CH:7]=[CH:8][CH:9]=2)[CH2:4][CH2:3][CH2:2]1, predict the reactants needed to synthesize it. (2) Given the product [Cl:8][C:6]1[N:5]=[N:4][C:3]([O:20][C:14]2[C:15]([CH3:19])=[CH:16][CH:17]=[CH:18][C:13]=2[CH:10]2[CH2:11][CH2:12]2)=[C:2]([OH:1])[CH:7]=1, predict the reactants needed to synthesize it. The reactants are: [OH:1][C:2]1[CH:7]=[C:6]([Cl:8])[N:5]=[N:4][C:3]=1Cl.[CH:10]1([C:13]2[CH:18]=[CH:17][CH:16]=[C:15]([CH3:19])[C:14]=2[OH:20])[CH2:12][CH2:11]1.CCCCCCCCCCC.[OH-].[K+].Cl. (3) Given the product [Br:32][C:14]1[C:15]([C:26]([P:28](=[O:29])([O:5][CH2:1][CH3:2])[O:30][CH2:33][CH3:34])=[O:27])=[CH:16][C:17]2[C:22]([CH:13]=1)=[CH:21][CH:20]=[C:19]([CH3:23])[CH:18]=2, predict the reactants needed to synthesize it. The reactants are: [C:1](Cl)(=[O:5])[C:2](Cl)=O.CS(C)=O.C([C:13]1[C:22]2[C:17](=[CH:18][C:19]([CH3:23])=[CH:20][CH:21]=2)[C:16](CC)=[C:15]([CH:26]([P:28](=O)([O-:30])[O-:29])[OH:27])[C:14]=1[Br:32])C.[CH2:33](N(CC)CC)[CH3:34]. (4) Given the product [OH:33][CH2:32][CH2:31][O:34][C:2]1[N:7]=[CH:6][N:5]=[C:4]([NH:8][S:9](=[O:23])(=[O:22])[NH:10][CH:11]([O:14][CH2:15][C:16]2[CH:21]=[CH:20][CH:19]=[CH:18][CH:17]=2)[CH2:12][CH3:13])[C:3]=1[C:24]1[CH:29]=[CH:28][C:27]([Br:30])=[CH:26][CH:25]=1, predict the reactants needed to synthesize it. The reactants are: Cl[C:2]1[N:7]=[CH:6][N:5]=[C:4]([NH:8][S:9](=[O:23])(=[O:22])[NH:10][CH:11]([O:14][CH2:15][C:16]2[CH:21]=[CH:20][CH:19]=[CH:18][CH:17]=2)[CH2:12][CH3:13])[C:3]=1[C:24]1[CH:29]=[CH:28][C:27]([Br:30])=[CH:26][CH:25]=1.[CH2:31]([OH:34])[CH2:32][OH:33]. (5) Given the product [C:16]([C:19]1[CH:28]=[CH:27][C:22]([C:23]([O:25][CH3:26])=[O:24])=[CH:21][C:20]=1[O:15][C:12]1[CH:13]=[CH:14][C:9]([CH2:8][O:7][CH2:6][CH2:5][O:4][CH:1]([CH3:3])[CH3:2])=[CH:10][CH:11]=1)(=[O:18])[CH3:17], predict the reactants needed to synthesize it. The reactants are: [CH:1]([O:4][CH2:5][CH2:6][O:7][CH2:8][C:9]1[CH:14]=[CH:13][C:12]([OH:15])=[CH:11][CH:10]=1)([CH3:3])[CH3:2].[C:16]([C:19]1[CH:28]=[CH:27][C:22]([C:23]([O:25][CH3:26])=[O:24])=[CH:21][C:20]=1F)(=[O:18])[CH3:17].